This data is from Peptide-MHC class I binding affinity with 185,985 pairs from IEDB/IMGT. The task is: Regression. Given a peptide amino acid sequence and an MHC pseudo amino acid sequence, predict their binding affinity value. This is MHC class I binding data. The peptide sequence is DLKPENILL. The MHC is HLA-A02:01 with pseudo-sequence HLA-A02:01. The binding affinity (normalized) is 0.0847.